From a dataset of Forward reaction prediction with 1.9M reactions from USPTO patents (1976-2016). Predict the product of the given reaction. Given the reactants C(N(CC)CCNC(C1C=C[C:16]2[C:11](=[CH:12][CH:13]=[C:14]([Sn:19]([CH2:28][CH2:29][CH2:30][CH3:31])([CH2:24][CH2:25][CH2:26][CH3:27])[CH2:20][CH2:21][CH2:22][CH3:23])[CH:15]=2)N=1)=O)C.[CH2:34]([N:36]([CH2:57][CH3:58])[CH2:37][CH2:38][NH:39][C:40]([C:42]1[C:55]2[C:46](=[CH:47]C3C([N:54]=2)=C(I)C=CC=3)[CH:45]=[CH:44][CH:43]=1)=[O:41])[CH3:35], predict the reaction product. The product is: [CH2:57]([N:36]([CH2:34][CH3:35])[CH2:37][CH2:38][NH:39][C:40]([C:42]1[C:55]2[C:46](=[CH:47][C:16]3[C:15]([N:54]=2)=[C:14]([Sn:19]([CH2:20][CH2:21][CH2:22][CH3:23])([CH2:28][CH2:29][CH2:30][CH3:31])[CH2:24][CH2:25][CH2:26][CH3:27])[CH:13]=[CH:12][CH:11]=3)[CH:45]=[CH:44][CH:43]=1)=[O:41])[CH3:58].